From a dataset of Catalyst prediction with 721,799 reactions and 888 catalyst types from USPTO. Predict which catalyst facilitates the given reaction. (1) Reactant: [CH3:1][O:2][C:3]1[CH:4]=[C:5]2[C:10](=[CH:11][CH:12]=1)[C:9]([OH:13])=[CH:8][CH:7]=[CH:6]2.[CH3:14][O:15][C:16]1[CH:17]=[CH:18][C:19]([Br:24])=[C:20]([CH:23]=1)[CH2:21]O.C1(P(C2C=CC=CC=2)C2C=CC=CC=2)C=CC=CC=1.CCOC(/N=N/C(OCC)=O)=O. Product: [Br:24][C:19]1[CH:18]=[CH:17][C:16]([O:15][CH3:14])=[CH:23][C:20]=1[CH2:21][O:13][C:9]1[C:10]2[C:5](=[CH:4][C:3]([O:2][CH3:1])=[CH:12][CH:11]=2)[CH:6]=[CH:7][CH:8]=1. The catalyst class is: 1. (2) Product: [CH2:1]([O:8][C:9]1[N:10]=[N:11][C:12]([CH2:15][CH2:16][C:17]2[CH:18]=[N:19][C:20]([CH2:23][N:25]3[CH2:29][CH2:28][CH2:27][CH2:26]3)=[CH:21][CH:22]=2)=[CH:13][CH:14]=1)[C:2]1[CH:7]=[CH:6][CH:5]=[CH:4][CH:3]=1. The catalyst class is: 3. Reactant: [CH2:1]([O:8][C:9]1[N:10]=[N:11][C:12]([CH2:15][CH2:16][C:17]2[CH:18]=[N:19][C:20]([CH2:23]Cl)=[CH:21][CH:22]=2)=[CH:13][CH:14]=1)[C:2]1[CH:7]=[CH:6][CH:5]=[CH:4][CH:3]=1.[NH:25]1[CH2:29][CH2:28][CH2:27][CH2:26]1. (3) The catalyst class is: 9. Product: [CH2:1]([C@@H:3]1[NH:6][C:5](=[O:7])[C@@H:4]1[O:8][Si:16]([CH2:19][CH3:20])([CH2:17][CH3:18])[CH2:14][CH3:15])[CH3:2]. Reactant: [CH2:1]([C@@H:3]1[NH:6][C:5](=[O:7])[C@@H:4]1[OH:8])[CH3:2].N1C=CN=C1.[CH2:14]([Si:16](Cl)([CH2:19][CH3:20])[CH2:17][CH3:18])[CH3:15].O. (4) Reactant: Cl.[NH2:2][C@@H:3]1[CH2:12][C:11]2[C:6](=[CH:7][CH:8]=[CH:9][CH:10]=2)[N:5]([CH2:13][C:14]([O:16][CH3:17])=[O:15])[C:4]1=[O:18].[Cl:19][C:20]1[CH:21]=[C:22]2[C:26](=[CH:27][CH:28]=1)[NH:25][C:24]([C:29](O)=[O:30])=[CH:23]2.ON1C2N=CC=CC=2N=N1.Cl.CN(C)CCCN=C=NCC.C(N(C(C)C)CC)(C)C. Product: [C:14]([CH2:13][N:5]1[C:6]2[C:11](=[CH:10][CH:9]=[CH:8][CH:7]=2)[CH2:12][C@@H:3]([NH:2][C:29]([C:24]2[NH:25][C:26]3[C:22]([CH:23]=2)=[CH:21][C:20]([Cl:19])=[CH:28][CH:27]=3)=[O:30])[C:4]1=[O:18])([O:16][CH3:17])=[O:15]. The catalyst class is: 362. (5) Reactant: Br[C:2]1[C:3]([N:25]([CH3:30])[S:26]([CH3:29])(=[O:28])=[O:27])=[CH:4][C:5]2[O:9][C:8]([C:10]3[CH:11]=[N:12][C:13]([C:16]([F:19])([F:18])[F:17])=[CH:14][CH:15]=3)=[C:7]([C:20]([NH:22][CH3:23])=[O:21])[C:6]=2[CH:24]=1.[B:31]1([B:31]2[O:35][C:34]([CH3:37])([CH3:36])[C:33]([CH3:39])([CH3:38])[O:32]2)[O:35][C:34]([CH3:37])([CH3:36])[C:33]([CH3:39])([CH3:38])[O:32]1.CC([O-])=O.[K+].O. Product: [CH3:23][NH:22][C:20]([C:7]1[C:6]2[CH:24]=[C:2]([B:31]3[O:35][C:34]([CH3:37])([CH3:36])[C:33]([CH3:39])([CH3:38])[O:32]3)[C:3]([N:25]([CH3:30])[S:26]([CH3:29])(=[O:28])=[O:27])=[CH:4][C:5]=2[O:9][C:8]=1[C:10]1[CH:11]=[N:12][C:13]([C:16]([F:19])([F:18])[F:17])=[CH:14][CH:15]=1)=[O:21]. The catalyst class is: 117.